This data is from Reaction yield outcomes from USPTO patents with 853,638 reactions. The task is: Predict the reaction yield, written as a fraction of the theoretical maximum amount of product (1.0 means a 100% yield; for example, 0.34 means a 34% yield). (1) The yield is 1.00. The product is [CH3:3][C:4]1[CH:13]=[CH:12][C:11]2[C:6](=[C:7]([CH:14]([CH3:21])[C:15]([O:17][CH3:18])=[O:16])[CH:8]=[CH:9][CH:10]=2)[N:5]=1. The reactants are [H-].[Na+].[CH3:3][C:4]1[CH:13]=[CH:12][C:11]2[C:6](=[C:7]([CH2:14][C:15]([O:17][CH3:18])=[O:16])[CH:8]=[CH:9][CH:10]=2)[N:5]=1.IC.[CH3:21]COCC. The catalyst is CS(C)=O.C1COCC1.[Cl-].[Na+].O. (2) The reactants are C(=O)([O-])[O-].[K+].[K+].[CH2:7](Br)[CH3:8].[Cl:10][C:11]1[CH:12]=[C:13]2[C:17](=[CH:18][CH:19]=1)[NH:16][N:15]=[C:14]2[C:20]#[N:21]. The catalyst is CC(C)=O. The product is [Cl:10][C:11]1[CH:19]=[CH:18][CH:17]2[CH:13]([C:14]([C:20]#[N:21])=[N:15][N:16]2[CH2:7][CH3:8])[CH:12]=1. The yield is 0.940. (3) The reactants are [CH2:1]([S:3]([C:6]1[CH:11]=[CH:10][C:9](B(O)O)=[CH:8][CH:7]=1)(=[O:5])=[O:4])[CH3:2].Cl[C:16]1[CH:17]=[C:18]([B:23]2[NH:34][C:33]3[C:35]4[C:29]([CH:30]=[CH:31][CH:32]=3)=[CH:28][CH:27]=[CH:26][C:25]=4[NH:24]2)[CH:19]=[CH:20][C:21]=1[F:22].P([O-])([O-])[O-].[K+].[K+].[K+].C1(P(C2CCCCC2)C2C=CC=CC=2C2C(OC)=CC=CC=2OC)CCCCC1. The catalyst is CN(C=O)C. The product is [CH2:1]([S:3]([C:6]1[CH:11]=[CH:10][C:9]([C:16]2[C:21]([F:22])=[CH:20][CH:19]=[C:18]([B:23]3[NH:24][C:25]4[C:35]5[C:29]([CH:28]=[CH:27][CH:26]=4)=[CH:30][CH:31]=[CH:32][C:33]=5[NH:34]3)[CH:17]=2)=[CH:8][CH:7]=1)(=[O:5])=[O:4])[CH3:2]. The yield is 0.420. (4) The reactants are [C:1]([O:5][C:6]([N:8]1[CH2:14][CH2:13][C:12]2([C:15]3[CH:20]=[CH:19][C:18]([N+:21]([O-])=O)=[C:17]([O:24][CH3:25])[CH:16]=3)[CH:10]([O:11]2)[CH2:9]1)=[O:7])([CH3:4])([CH3:3])[CH3:2]. The yield is 0.990. The catalyst is CO.[Pd]. The product is [C:1]([O:5][C:6]([N:8]1[CH2:14][CH2:13][C@@H:12]([C:15]2[CH:20]=[CH:19][C:18]([NH2:21])=[C:17]([O:24][CH3:25])[CH:16]=2)[C@@H:10]([OH:11])[CH2:9]1)=[O:7])([CH3:4])([CH3:3])[CH3:2].